Dataset: Peptide-MHC class I binding affinity with 185,985 pairs from IEDB/IMGT. Task: Regression. Given a peptide amino acid sequence and an MHC pseudo amino acid sequence, predict their binding affinity value. This is MHC class I binding data. (1) The peptide sequence is ELIKELPGY. The MHC is HLA-A24:03 with pseudo-sequence HLA-A24:03. The binding affinity (normalized) is 0.0847. (2) The peptide sequence is YVFYDGPPF. The MHC is HLA-A26:02 with pseudo-sequence HLA-A26:02. The binding affinity (normalized) is 0.778. (3) The peptide sequence is QFVDINRNNK. The MHC is HLA-A68:01 with pseudo-sequence HLA-A68:01. The binding affinity (normalized) is 0.525. (4) The peptide sequence is DDIDEEDDD. The MHC is Mamu-B8701 with pseudo-sequence Mamu-B8701. The binding affinity (normalized) is 0.139. (5) The peptide sequence is NRLKPRDFK. The MHC is HLA-B57:01 with pseudo-sequence HLA-B57:01. The binding affinity (normalized) is 0.0847. (6) The peptide sequence is ILDIAGFEI. The MHC is HLA-A02:06 with pseudo-sequence HLA-A02:06. The binding affinity (normalized) is 0.720.